Dataset: Forward reaction prediction with 1.9M reactions from USPTO patents (1976-2016). Task: Predict the product of the given reaction. (1) Given the reactants [CH3:1][N:2]1[CH2:7][CH2:6][CH2:5][CH2:4][C@@H:3]1[CH2:8][NH:9][C:10]1[CH:15]=[CH:14][C:13]([NH:16][C:17](=[O:20])[O:18][CH3:19])=[CH:12][C:11]=1[N+:21]([O-])=O, predict the reaction product. The product is: [CH3:19][O:18][C:17](=[O:20])[NH:16][C:13]1[CH:14]=[CH:15][C:10]([NH:9][CH2:8][C@H:3]2[CH2:4][CH2:5][CH2:6][CH2:7][N:2]2[CH3:1])=[C:11]([NH2:21])[CH:12]=1. (2) Given the reactants [CH:1]([N:4]1C=C(CCNC(NC2SC(C3C=C(C)N=C(SC)N=3)=C(C)N=2)=O)N=[CH:5]1)([CH3:3])[CH3:2].C(C1O[C:35]([CH2:37][CH2:38][NH:39][C:40]([NH:42][C:43]2[S:44][C:45]([C:49]3[CH:54]=[C:53]([CH3:55])[N:52]=[C:51]([S:56]([CH3:59])(=[O:58])=[O:57])[N:50]=3)=[C:46]([CH3:48])[N:47]=2)=[O:41])=[N:34][CH:33]=1)C, predict the reaction product. The product is: [CH:1]([N:4]1[CH:5]=[C:35]([CH2:37][CH2:38][NH:39][C:40]([NH:42][C:43]2[S:44][C:45]([C:49]3[CH:54]=[C:53]([CH3:55])[N:52]=[C:51]([S:56]([CH3:59])(=[O:57])=[O:58])[N:50]=3)=[C:46]([CH3:48])[N:47]=2)=[O:41])[N:34]=[CH:33]1)([CH3:3])[CH3:2]. (3) Given the reactants [CH:1]([O:4][C:5]1[CH:24]=[CH:23][C:8]([O:9][C:10]2[S:11][C:12]([C:15]3[S:19][C:18]([C:20](=[O:22])[CH3:21])=[CH:17][CH:16]=3)=[CH:13][N:14]=2)=[CH:7][CH:6]=1)([CH3:3])[CH3:2].CO.[BH4-].[Na+], predict the reaction product. The product is: [CH:1]([O:4][C:5]1[CH:24]=[CH:23][C:8]([O:9][C:10]2[S:11][C:12]([C:15]3[S:19][C:18]([CH:20]([OH:22])[CH3:21])=[CH:17][CH:16]=3)=[CH:13][N:14]=2)=[CH:7][CH:6]=1)([CH3:2])[CH3:3]. (4) Given the reactants [NH2:1][C:2]1[C:11]2=[N:12][N:13]([CH2:21][CH2:22][O:23][CH3:24])[C:14]([CH2:15][C:16]([CH3:20])([CH3:19])[C:17]#[N:18])=[C:10]2[C:9]2[CH:8]=[CH:7][CH:6]=[CH:5][C:4]=2[N:3]=1.C([OH:27])C.[OH-].[Na+].OO, predict the reaction product. The product is: [NH2:1][C:2]1[C:11]2=[N:12][N:13]([CH2:21][CH2:22][O:23][CH3:24])[C:14]([CH2:15][C:16]([CH3:20])([CH3:19])[C:17]([NH2:18])=[O:27])=[C:10]2[C:9]2[CH:8]=[CH:7][CH:6]=[CH:5][C:4]=2[N:3]=1. (5) Given the reactants [CH:1]([C:3]1[CH:4]=[C:5]([C:9]2[CH:10]=[N:11][N:12]3[C:17]([C:18]4[CH:19]=[C:20]([NH:24][C:25](=[O:30])[CH2:26][CH:27]([CH3:29])[CH3:28])[CH:21]=[CH:22][CH:23]=4)=[CH:16][CH:15]=[N:14][C:13]=23)[CH:6]=[CH:7][CH:8]=1)=O.[CH3:31][NH:32][CH3:33], predict the reaction product. The product is: [CH3:31][N:32]([CH2:1][C:3]1[CH:4]=[C:5]([C:9]2[CH:10]=[N:11][N:12]3[C:17]([C:18]4[CH:19]=[C:20]([NH:24][C:25](=[O:30])[CH2:26][CH:27]([CH3:28])[CH3:29])[CH:21]=[CH:22][CH:23]=4)=[CH:16][CH:15]=[N:14][C:13]=23)[CH:6]=[CH:7][CH:8]=1)[CH3:33]. (6) The product is: [CH3:1][O:2][C:3]1[CH:4]=[C:5]2[C:10](=[CH:11][CH:12]=1)[C:9]([CH3:17])([C:13]([F:14])([F:15])[F:16])[O:8][CH:7]([OH:18])[CH2:6]2. Given the reactants [CH3:1][O:2][C:3]1[CH:4]=[C:5]2[C:10](=[CH:11][CH:12]=1)[C:9]([CH3:17])([C:13]([F:16])([F:15])[F:14])[O:8][C:7](=[O:18])[CH2:6]2.[BH4-].[Na+].O, predict the reaction product.